This data is from Reaction yield outcomes from USPTO patents with 853,638 reactions. The task is: Predict the reaction yield, written as a fraction of the theoretical maximum amount of product (1.0 means a 100% yield; for example, 0.34 means a 34% yield). (1) The reactants are O1CCOCC1.Br[C:8]1[CH:16]=[C:15]2[C:11]([C:12]([C:29]3[C:34]([F:35])=[CH:33][N:32]=[CH:31][N:30]=3)([CH3:28])[N:13]([C@@H](C3C=CC(OC)=CC=3)C)[C:14]2=[O:17])=[CH:10][CH:9]=1.CC1(C)C(C)(C)OB([C:44]2[CH:45]=[N:46][N:47](C(OC(C)(C)C)=O)[CH:48]=2)O1.C(=O)([O-])[O-].[Na+].[Na+]. The catalyst is CC(OC1C=CC=C(OC(C)C)C=1C1C(P(C2CCCCC2)C2CCCCC2)=CC=CC=1)C.C(OCC)(=O)C.CC(C)([O-])C.[K+]. The product is [F:35][C:34]1[C:29]([C:12]2([CH3:28])[C:11]3[C:15](=[CH:16][C:8]([C:44]4[CH:45]=[N:46][NH:47][CH:48]=4)=[CH:9][CH:10]=3)[C:14](=[O:17])[NH:13]2)=[N:30][CH:31]=[N:32][CH:33]=1. The yield is 0.760. (2) The catalyst is CCN(CC)CC.Cl[Pd](Cl)([P](C1C=CC=CC=1)(C1C=CC=CC=1)C1C=CC=CC=1)[P](C1C=CC=CC=1)(C1C=CC=CC=1)C1C=CC=CC=1.[Cu]I. The product is [C:12]([NH:11][C:3]1[CH:4]=[CH:5][C:6]([N+:8]([O-:10])=[O:9])=[CH:7][C:2]=1[C:17]#[C:16][Si:18]([CH3:21])([CH3:20])[CH3:19])([CH3:15])([CH3:14])[CH3:13]. The reactants are Br[C:2]1[CH:7]=[C:6]([N+:8]([O-:10])=[O:9])[CH:5]=[CH:4][C:3]=1[NH:11][C:12]([CH3:15])([CH3:14])[CH3:13].[C:16]([Si:18]([CH3:21])([CH3:20])[CH3:19])#[CH:17].N#N. The yield is 0.160. (3) The product is [CH2:9]([N:16]1[C:25]2[C:20](=[CH:21][C:22]([Cl:26])=[CH:23][CH:24]=2)[C:19]([N:27]2[CH2:32][CH2:31][N:30]([C:6]([C:2]3[O:1][CH:5]=[CH:4][CH:3]=3)=[O:7])[CH2:29][CH2:28]2)=[C:18]([C:33]#[N:34])[C:17]1=[O:35])[C:10]1[CH:15]=[CH:14][CH:13]=[CH:12][CH:11]=1. The catalyst is N1C=CC=CC=1. The yield is 0.760. The reactants are [O:1]1[CH:5]=[CH:4][CH:3]=[C:2]1[C:6](Cl)=[O:7].[CH2:9]([N:16]1[C:25]2[C:20](=[CH:21][C:22]([Cl:26])=[CH:23][CH:24]=2)[C:19]([N:27]2[CH2:32][CH2:31][NH:30][CH2:29][CH2:28]2)=[C:18]([C:33]#[N:34])[C:17]1=[O:35])[C:10]1[CH:15]=[CH:14][CH:13]=[CH:12][CH:11]=1. (4) The reactants are Cl[C:2]1[CH:7]=[CH:6][C:5]([C:8]([F:11])([F:10])[F:9])=[CH:4][C:3]=1[N+:12]([O-:14])=[O:13].[CH3:15][C:16]([CH3:18])=[O:17].C1(O)C=CC=CC=1.P([O-])([O-])([O-])=O.[Ca+2].P([O-])([O-])([O-])=O.[Ca+2].[Ca+2]. The catalyst is C1(C)C=CC=CC=1.C1C=CC(/C=C/C(/C=C/C2C=CC=CC=2)=O)=CC=1.C1C=CC(/C=C/C(/C=C/C2C=CC=CC=2)=O)=CC=1.C1C=CC(/C=C/C(/C=C/C2C=CC=CC=2)=O)=CC=1.[Pd].[Pd].C1(P(C2CCCCC2)C2C=CC=CC=2C2C=CC=CC=2N(C)C)CCCCC1. The product is [N+:12]([C:3]1[CH:4]=[C:5]([C:8]([F:11])([F:10])[F:9])[CH:6]=[CH:7][C:2]=1[CH2:15][C:16]([CH3:18])=[O:17])([O-:14])=[O:13]. The yield is 0.790. (5) The reactants are [H-].[Al+3].[Li+].[H-].[H-].[H-].[CH:7]([CH:10]1[NH:16][CH2:15][CH2:14][NH:13][C:12](=O)[CH2:11]1)([CH3:9])[CH3:8].[Na].C(C(C(C([O-])=O)O)O)([O-])=O.[K+].[K+]. The catalyst is O1CCCC1. The product is [CH:7]([CH:10]1[CH2:11][CH2:12][NH:13][CH2:14][CH2:15][NH:16]1)([CH3:9])[CH3:8]. The yield is 0.910. (6) The reactants are Br[C:2]1[CH:7]=[CH:6][N:5]=[C:4]2[NH:8][CH:9]=[CH:10][C:3]=12.[H-].[Na+].C([Li])CCC.[B:18](OC(C)C)([O:23]C(C)C)[O:19]C(C)C. The catalyst is C1COCC1. The product is [NH:8]1[C:4]2=[N:5][CH:6]=[CH:7][C:2]([B:18]([OH:23])[OH:19])=[C:3]2[CH:10]=[CH:9]1. The yield is 0.760.